This data is from CYP1A2 inhibition data for predicting drug metabolism from PubChem BioAssay. The task is: Regression/Classification. Given a drug SMILES string, predict its absorption, distribution, metabolism, or excretion properties. Task type varies by dataset: regression for continuous measurements (e.g., permeability, clearance, half-life) or binary classification for categorical outcomes (e.g., BBB penetration, CYP inhibition). Dataset: cyp1a2_veith. (1) The molecule is O=C(Nc1cccc(F)c1)N1CCC2(CC1)CCN(C(=O)c1cnccn1)CC2. The result is 0 (non-inhibitor). (2) The molecule is Cc1noc(N)c1C(=O)Nc1ccc(F)cc1. The result is 1 (inhibitor). (3) The drug is CCOC(=O)c1cnc(SCCc2ccccc2)nc1N. The result is 1 (inhibitor). (4) The compound is Cc1cc(NS(=O)(=O)c2ccc(NC(=O)CN3C(=O)c4ccccc4C3=O)cc2)nc(C)n1. The result is 0 (non-inhibitor). (5) The drug is CCOC(=O)c1c(-c2ccc(C)cc2)csc1NC(=O)C1CC=CCC1C(=O)O. The result is 1 (inhibitor).